Dataset: Peptide-MHC class I binding affinity with 185,985 pairs from IEDB/IMGT. Task: Regression. Given a peptide amino acid sequence and an MHC pseudo amino acid sequence, predict their binding affinity value. This is MHC class I binding data. (1) The peptide sequence is SLQECVKMA. The MHC is HLA-A02:11 with pseudo-sequence HLA-A02:11. The binding affinity (normalized) is 0.898. (2) The peptide sequence is FTNMEAQLI. The MHC is HLA-A01:01 with pseudo-sequence HLA-A01:01. The binding affinity (normalized) is 0.290. (3) The peptide sequence is LIPFLILFI. The MHC is HLA-B15:03 with pseudo-sequence HLA-B15:03. The binding affinity (normalized) is 0.512. (4) The peptide sequence is IRMWNQAAL. The MHC is HLA-B57:01 with pseudo-sequence HLA-B57:01. The binding affinity (normalized) is 0.0847. (5) The peptide sequence is IISTDQDTML. The MHC is HLA-A68:02 with pseudo-sequence HLA-A68:02. The binding affinity (normalized) is 0.0402. (6) The MHC is HLA-A66:01 with pseudo-sequence HLA-A66:01. The binding affinity (normalized) is 0.213. The peptide sequence is RPEFVKLTM. (7) The peptide sequence is YAAQGYKVL. The MHC is HLA-B07:02 with pseudo-sequence HLA-B07:02. The binding affinity (normalized) is 0.351. (8) The peptide sequence is FLGGTTVCL. The MHC is HLA-A02:03 with pseudo-sequence HLA-A02:03. The binding affinity (normalized) is 0.